Predict the product of the given reaction. From a dataset of Forward reaction prediction with 1.9M reactions from USPTO patents (1976-2016). Given the reactants COC1C=C[C:6]([C@@H:9]([N:11]([CH2:22][C:23]2[N:24]=[C:25]3[CH:30]=[CH:29][CH:28]=[C:27]([N:31]4[CH2:36][CH2:35][N:34]([CH3:37])[CH2:33][CH2:32]4)[N:26]3[C:38]=2[CH2:39][OH:40])[C@@H:12]2[C:21]3[N:20]=[CH:19][CH:18]=[CH:17][C:16]=3[CH2:15][CH2:14][CH2:13]2)[CH3:10])=CC=1, predict the reaction product. The product is: [CH3:10][CH:9]([N:11]([CH2:22][C:23]1[N:24]=[C:25]2[CH:30]=[CH:29][CH:28]=[C:27]([N:31]3[CH2:36][CH2:35][N:34]([CH3:37])[CH2:33][CH2:32]3)[N:26]2[C:38]=1[CH2:39][OH:40])[C@@H:12]1[C:21]2[N:20]=[CH:19][CH:18]=[CH:17][C:16]=2[CH2:15][CH2:14][CH2:13]1)[CH3:6].